This data is from hERG potassium channel inhibition data for cardiac toxicity prediction from Karim et al.. The task is: Regression/Classification. Given a drug SMILES string, predict its toxicity properties. Task type varies by dataset: regression for continuous values (e.g., LD50, hERG inhibition percentage) or binary classification for toxic/non-toxic outcomes (e.g., AMES mutagenicity, cardiotoxicity, hepatotoxicity). Dataset: herg_karim. The drug is CCC(O)(c1cn(Cc2ccc3c(-c4ccccc4)c(CO)sc3c2)nn1)C(F)(F)F. The result is 0 (non-blocker).